The task is: Predict the product of the given reaction.. This data is from Forward reaction prediction with 1.9M reactions from USPTO patents (1976-2016). (1) Given the reactants COC(C1C=C(NS(C2C=CC(C)=CC=2)(=O)=O)C2C(=C(OCC3C=CC=CC=3)C=CC=2)N=1)=O.[CH3:34][O:35][C:36]([C:38]1[CH:47]=[C:46]([C:48]#[C:49][CH:50]([NH2:54])[C:51](=[O:53])[CH3:52])[C:45]2[C:40](=[C:41]([N+:55]([O-])=O)[CH:42]=[CH:43][CH:44]=2)[N:39]=1)=[O:37], predict the reaction product. The product is: [CH3:34][O:35][C:36]([C:38]1[CH:47]=[C:46]([C:48]#[C:49][CH:50]([NH2:54])[C:51](=[O:53])[CH3:52])[C:45]2[C:40](=[C:41]([NH2:55])[CH:42]=[CH:43][CH:44]=2)[N:39]=1)=[O:37]. (2) Given the reactants [CH2:1]([N:8]1[C:13](=[O:14])[CH:12]([CH3:15])[O:11][CH2:10][CH:9]1[C:16]([OH:18])=[O:17])[C:2]1[CH:7]=[CH:6][CH:5]=[CH:4][CH:3]=1.S(Cl)(Cl)=O.[CH3:23]O, predict the reaction product. The product is: [CH2:1]([N:8]1[C:13](=[O:14])[CH:12]([CH3:15])[O:11][CH2:10][CH:9]1[C:16]([O:18][CH3:23])=[O:17])[C:2]1[CH:7]=[CH:6][CH:5]=[CH:4][CH:3]=1.